From a dataset of Full USPTO retrosynthesis dataset with 1.9M reactions from patents (1976-2016). Predict the reactants needed to synthesize the given product. (1) Given the product [Br:1][C:2]1[CH:3]=[CH:4][C:5]([OH:11])=[C:6]([CH:10]=1)[C:7]([NH:18][C:14]1[CH:13]=[N:12][CH:17]=[CH:16][CH:15]=1)=[O:9], predict the reactants needed to synthesize it. The reactants are: [Br:1][C:2]1[CH:3]=[CH:4][C:5]([OH:11])=[C:6]([CH:10]=1)[C:7]([OH:9])=O.[N:12]1[CH:17]=[CH:16][CH:15]=[C:14]([NH2:18])[CH:13]=1.C(Cl)CCl.C1C=CC2N(O)N=NC=2C=1.C(N(CC)CC)C. (2) Given the product [F:25][C:19]1[C:18]([C@@H:8]2[C@@H:9]([OH:17])[C@@H:10]([OH:16])[C@H:11]([OH:12])[C@@H:6]([CH2:5][OH:4])[O:7]2)=[CH:23][CH:22]=[CH:21][C:20]=1[O:24][C:34]1[CH:35]=[C:30]([CH:31]=[CH:32][CH:33]=1)[C:28]([NH:27][CH3:26])=[O:29], predict the reactants needed to synthesize it. The reactants are: C([O:4][CH2:5][C@@H:6]1[C@@H:11]([O:12]C(=O)C)[C@H:10]([OH:16])[C@H:9]([OH:17])[C@@H:8]([C:18]2[CH:23]=[CH:22][CH:21]=[C:20]([OH:24])[C:19]=2[F:25])[O:7]1)(=O)C.[CH3:26][NH:27][C:28]([C:30]1[CH:31]=[C:32](B(O)O)[CH:33]=[CH:34][CH:35]=1)=[O:29]. (3) Given the product [CH2:10]([C:9]1[N:35]([C:37]2[N:42]=[C:41]([C:43]3[CH:48]=[CH:47][CH:46]=[CH:45][N:44]=3)[N:40]=[C:39]([NH2:49])[N:38]=2)[N:36]=[C:6]([C:5]2[CH:18]=[CH:19][C:2]([Cl:1])=[CH:3][CH:4]=2)[N:8]=1)[C:11]1[CH:16]=[CH:15][CH:14]=[CH:13][CH:12]=1, predict the reactants needed to synthesize it. The reactants are: [Cl:1][C:2]1[CH:19]=[CH:18][C:5]([C:6]([NH:8][C:9](=O)[CH2:10][C:11]2[CH:16]=[CH:15][CH:14]=[CH:13][CH:12]=2)=S)=[CH:4][CH:3]=1.C([O-])(=O)C.[Na+].C(O)(=O)C.O1CCOCC1.[NH:35]([C:37]1[N:42]=[C:41]([C:43]2[CH:48]=[CH:47][CH:46]=[CH:45][N:44]=2)[N:40]=[C:39]([NH2:49])[N:38]=1)[NH2:36].